From a dataset of Merck oncology drug combination screen with 23,052 pairs across 39 cell lines. Regression. Given two drug SMILES strings and cell line genomic features, predict the synergy score measuring deviation from expected non-interaction effect. (1) Drug 1: CCC1=CC2CN(C1)Cc1c([nH]c3ccccc13)C(C(=O)OC)(c1cc3c(cc1OC)N(C)C1C(O)(C(=O)OC)C(OC(C)=O)C4(CC)C=CCN5CCC31C54)C2. Drug 2: Cc1nc(Nc2ncc(C(=O)Nc3c(C)cccc3Cl)s2)cc(N2CCN(CCO)CC2)n1. Cell line: A2780. Synergy scores: synergy=40.1. (2) Drug 1: CN1C(=O)C=CC2(C)C3CCC4(C)C(NC(=O)OCC(F)(F)F)CCC4C3CCC12. Drug 2: O=C(NOCC(O)CO)c1ccc(F)c(F)c1Nc1ccc(I)cc1F. Cell line: VCAP. Synergy scores: synergy=28.4.